Task: Predict the reactants needed to synthesize the given product.. Dataset: Full USPTO retrosynthesis dataset with 1.9M reactions from patents (1976-2016) (1) Given the product [C:17]([O:21][C:22](=[O:31])[CH2:23][N:24]([S:12]([C:9]1[CH:10]=[C:11]2[C:6]([C:5]([Cl:16])=[CH:4][N:3]=[C:2]2[Cl:1])=[CH:7][CH:8]=1)(=[O:14])=[O:13])[C:25]1[CH:26]=[CH:27][CH:28]=[CH:29][CH:30]=1)([CH3:20])([CH3:18])[CH3:19], predict the reactants needed to synthesize it. The reactants are: [Cl:1][C:2]1[C:11]2[C:6](=[CH:7][CH:8]=[C:9]([S:12](Cl)(=[O:14])=[O:13])[CH:10]=2)[C:5]([Cl:16])=[CH:4][N:3]=1.[C:17]([O:21][C:22](=[O:31])[CH2:23][NH:24][C:25]1[CH:30]=[CH:29][CH:28]=[CH:27][CH:26]=1)([CH3:20])([CH3:19])[CH3:18].CCN(CC)CC. (2) Given the product [ClH:51].[ClH:51].[ClH:51].[CH:20]1([NH:19][C:18]2[C:13]3[CH:12]=[CH:11][N:10]([C@@H:9]4[CH2:8][C@H:7]([CH2:23][N:24]([CH3:49])[CH2:25][CH2:26][CH2:27][CH2:28][C:29]5[NH:33][C:32]6[CH:41]=[C:42]([C:45]([F:48])([F:47])[F:46])[CH:43]=[CH:44][C:31]=6[N:30]=5)[C@@H:5]([OH:6])[C@H:4]4[OH:3])[C:14]=3[N:15]=[CH:16][N:17]=2)[CH2:21][CH2:22]1, predict the reactants needed to synthesize it. The reactants are: CC1(C)[O:6][C@@H:5]2[C@@H:7]([CH2:23][N:24]([CH3:49])[CH2:25][CH2:26][CH2:27][CH2:28][C:29]3[N:33](OCC[Si](C)(C)C)[C:32]4[CH:41]=[C:42]([C:45]([F:48])([F:47])[F:46])[CH:43]=[CH:44][C:31]=4[N:30]=3)[CH2:8][C@@H:9]([N:10]3[C:14]4[N:15]=[CH:16][N:17]=[C:18]([NH:19][CH:20]5[CH2:22][CH2:21]5)[C:13]=4[CH:12]=[CH:11]3)[C@@H:4]2[O:3]1.[ClH:51]. (3) Given the product [I:16][C:2]1[CH:3]=[CH:4][C:5]2[O:6][C:7]3[CH:13]=[CH:12][CH:11]=[CH:10][C:8]=3[C:9]=2[CH:1]=1, predict the reactants needed to synthesize it. The reactants are: [CH:1]1[C:9]2[C:8]3[CH:10]=[CH:11][CH:12]=[CH:13][C:7]=3[O:6][C:5]=2[CH:4]=[CH:3][CH:2]=1.II.[I:16](O)(O)(O)(O)(O)=O.S(=O)(=O)(O)O. (4) Given the product [NH:18]([C:43]([O:45][C:46]([CH3:47])([CH3:49])[CH3:48])=[O:44])[C@H:19]([C:35]([NH:37][C@H:38]([C:40]([NH:2][C@H:3]([C:14]([O:16][CH3:17])=[O:15])[CH2:4][C:5]1[C:13]2[C:8](=[CH:9][CH:10]=[CH:11][CH:12]=2)[NH:7][CH:6]=1)=[O:41])[CH3:39])=[O:36])[CH2:20][C:21]1[CH:26]=[CH:25][C:24]([O:27][CH2:28][C:29]2[CH:34]=[CH:33][CH:32]=[CH:31][CH:30]=2)=[CH:23][CH:22]=1, predict the reactants needed to synthesize it. The reactants are: Cl.[NH2:2][C@H:3]([C:14]([O:16][CH3:17])=[O:15])[CH2:4][C:5]1[C:13]2[C:8](=[CH:9][CH:10]=[CH:11][CH:12]=2)[NH:7][CH:6]=1.[NH:18]([C:43]([O:45][C:46]([CH3:49])([CH3:48])[CH3:47])=[O:44])[C@H:19]([C:35]([NH:37][C@H:38]([C:40](O)=[O:41])[CH3:39])=[O:36])[CH2:20][C:21]1[CH:26]=[CH:25][C:24]([O:27][CH2:28][C:29]2[CH:34]=[CH:33][CH:32]=[CH:31][CH:30]=2)=[CH:23][CH:22]=1.C1CCC(N=C=NC2CCCCC2)CC1.C1C=CC2N(O)N=NC=2C=1. (5) Given the product [CH3:2][C:3]1[CH:17]=[CH:16][C:6]2[N:7]=[C:8]([C:10]3[CH:15]=[CH:14][CH:13]=[CH:12][CH:11]=3)[S:9][C:5]=2[CH:4]=1, predict the reactants needed to synthesize it. The reactants are: N[CH2:2][C:3]1[CH:17]=[CH:16][C:6]2[N:7]=[C:8]([C:10]3[CH:15]=[CH:14][CH:13]=[CH:12][CH:11]=3)[S:9][C:5]=2[CH:4]=1.BrCC1C=CC2N=C(C3C=CC=CC=3)SC=2C=1.N. (6) The reactants are: [C:1]([O:5][C:6](=[O:20])[NH:7][C:8]12[CH2:17][CH:12]3[CH2:13][CH:14]([CH2:16][C:10]([CH:18]=O)([CH2:11]3)[CH2:9]1)[CH2:15]2)([CH3:4])([CH3:3])[CH3:2].[C:21]([O-])([O-])=O.[K+].[K+].[N+](=C(P(=O)(OC)OC)C(=O)C)=[N-]. Given the product [C:18]([C:10]12[CH2:16][CH:14]3[CH2:13][CH:12]([CH2:17][C:8]([NH:7][C:6](=[O:20])[O:5][C:1]([CH3:4])([CH3:2])[CH3:3])([CH2:15]3)[CH2:9]1)[CH2:11]2)#[CH:21], predict the reactants needed to synthesize it.